From a dataset of CYP3A4 inhibition data for predicting drug metabolism from PubChem BioAssay. Regression/Classification. Given a drug SMILES string, predict its absorption, distribution, metabolism, or excretion properties. Task type varies by dataset: regression for continuous measurements (e.g., permeability, clearance, half-life) or binary classification for categorical outcomes (e.g., BBB penetration, CYP inhibition). Dataset: cyp3a4_veith. (1) The compound is CC(=O)Nc1ccc(Nc2ncc([N+](=O)[O-])c(Nc3ccc(NC(C)=O)cc3)n2)cc1. The result is 1 (inhibitor). (2) The molecule is CC(C)(CO)N1CCN(C(=S)Nc2ccccc2)CC1. The result is 0 (non-inhibitor). (3) The molecule is COC(=O)c1c(C)[nH]c(C)c1C(=O)c1ccccc1Cc1ccccc1. The result is 1 (inhibitor). (4) The result is 0 (non-inhibitor). The molecule is CN1CCC[C@@H]1c1cccnc1.Cc1ccc(C(=O)O[C@@H](C(=O)O)[C@@H](OC(=O)c2ccc(C)cc2)C(=O)O)cc1.